Dataset: NCI-60 drug combinations with 297,098 pairs across 59 cell lines. Task: Regression. Given two drug SMILES strings and cell line genomic features, predict the synergy score measuring deviation from expected non-interaction effect. (1) Drug 1: CC1OCC2C(O1)C(C(C(O2)OC3C4COC(=O)C4C(C5=CC6=C(C=C35)OCO6)C7=CC(=C(C(=C7)OC)O)OC)O)O. Drug 2: CCCCCOC(=O)NC1=NC(=O)N(C=C1F)C2C(C(C(O2)C)O)O. Cell line: MOLT-4. Synergy scores: CSS=71.8, Synergy_ZIP=1.76, Synergy_Bliss=3.14, Synergy_Loewe=-23.1, Synergy_HSA=3.52. (2) Drug 1: CCC1=C2N=C(C=C(N2N=C1)NCC3=C[N+](=CC=C3)[O-])N4CCCCC4CCO. Drug 2: CN1C=C(C=N1)C2=C3N=C(C(=C(N3N=C2)N)Br)C4CCCNC4. Cell line: SW-620. Synergy scores: CSS=47.5, Synergy_ZIP=2.82, Synergy_Bliss=3.75, Synergy_Loewe=-45.9, Synergy_HSA=2.69. (3) Drug 1: C1=NC2=C(N1)C(=S)N=C(N2)N. Drug 2: C1C(C(OC1N2C=C(C(=O)NC2=O)F)CO)O. Cell line: NCI-H460. Synergy scores: CSS=67.0, Synergy_ZIP=-3.74, Synergy_Bliss=-5.85, Synergy_Loewe=-3.94, Synergy_HSA=1.20. (4) Drug 1: CC1=CC2C(CCC3(C2CCC3(C(=O)C)OC(=O)C)C)C4(C1=CC(=O)CC4)C. Drug 2: CN(CC1=CN=C2C(=N1)C(=NC(=N2)N)N)C3=CC=C(C=C3)C(=O)NC(CCC(=O)O)C(=O)O. Cell line: MCF7. Synergy scores: CSS=20.0, Synergy_ZIP=3.43, Synergy_Bliss=2.14, Synergy_Loewe=-26.3, Synergy_HSA=-5.46. (5) Drug 1: CN(C)N=NC1=C(NC=N1)C(=O)N. Drug 2: C1CN(P(=O)(OC1)NCCCl)CCCl. Cell line: SW-620. Synergy scores: CSS=-5.56, Synergy_ZIP=3.34, Synergy_Bliss=-1.08, Synergy_Loewe=-5.02, Synergy_HSA=-6.52.